Dataset: Forward reaction prediction with 1.9M reactions from USPTO patents (1976-2016). Task: Predict the product of the given reaction. (1) Given the reactants [Br:1][C:2]1[CH:7]=[C:6]([Cl:8])[CH:5]=[C:4]([N+:9]([O-])=O)[C:3]=1[CH3:12].ClC1C(B2OC(C)(C)C(C)(C)O2)=CC=CC=1N, predict the reaction product. The product is: [Br:1][C:2]1[C:3]([CH3:12])=[C:4]([CH:5]=[C:6]([Cl:8])[CH:7]=1)[NH2:9]. (2) Given the reactants [F:1][C:2]1[CH:18]=[CH:17][CH:16]=[C:15]([N+:19]([O-:21])=[O:20])[C:3]=1[C:4]([NH:6][C:7]1[C:12]([F:13])=[CH:11][N:10]=[CH:9][C:8]=1[F:14])=O.S(Cl)([Cl:24])=O, predict the reaction product. The product is: [F:1][C:2]1[CH:18]=[CH:17][CH:16]=[C:15]([N+:19]([O-:21])=[O:20])[C:3]=1[C:4]([Cl:24])=[N:6][C:7]1[C:12]([F:13])=[CH:11][N:10]=[CH:9][C:8]=1[F:14]. (3) The product is: [CH3:75][C:76]1([CH3:101])[C:80]([C:81]2[CH:86]=[C:85]([CH2:87][OH:88])[CH:84]=[CH:83][C:82]=2[C:92]2[CH:97]=[C:96]([O:98][CH3:99])[CH:95]=[CH:94][C:93]=2[F:100])=[CH:79][CH2:78][CH2:77]1. Given the reactants ClC1C=C(C(OCC)=O)C=CC=1C1C=C(OC)C=CC=1F.CC1(C)C(B2OC(C)(C)C(C)(C)O2)=CCC1.COC1C=CC=C(OC)C=1C1C=CC=CC=1P(C1CCCCC1)C1CCCCC1.P([O-])([O-])([O-])=O.[K+].[K+].[K+].[CH3:75][C:76]1([CH3:101])[C:80]([C:81]2[CH:86]=[C:85]([C:87](OCC)=[O:88])[CH:84]=[CH:83][C:82]=2[C:92]2[CH:97]=[C:96]([O:98][CH3:99])[CH:95]=[CH:94][C:93]=2[F:100])=[CH:79][CH2:78][CH2:77]1.[H-].[H-].[H-].[H-].[Li+].[Al+3].[OH-].[Na+], predict the reaction product.